From a dataset of Full USPTO retrosynthesis dataset with 1.9M reactions from patents (1976-2016). Predict the reactants needed to synthesize the given product. (1) Given the product [CH:26]1([C:24]2[NH:23][N:22]=[C:21]([NH:20][C:18]3[C:17]([C:29]([OH:31])=[O:30])=[CH:16][N:15]=[C:14]([C:12]4[S:13][C:9]([S:6](=[O:8])(=[O:7])[NH2:5])=[CH:10][CH:11]=4)[N:19]=3)[CH:25]=2)[CH2:27][CH2:28]1, predict the reactants needed to synthesize it. The reactants are: C([NH:5][S:6]([C:9]1[S:13][C:12]([C:14]2[N:19]=[C:18]([NH:20][C:21]3[CH:25]=[C:24]([CH:26]4[CH2:28][CH2:27]4)[NH:23][N:22]=3)[C:17]([C:29]([OH:31])=[O:30])=[CH:16][N:15]=2)=[CH:11][CH:10]=1)(=[O:8])=[O:7])(C)(C)C.B(Cl)(Cl)Cl. (2) Given the product [NH2:28][C:24]1[CH:23]=[C:22]([N:19]2[C:18](=[O:36])[NH:17][C:16]3[C:20]2=[N:21][C:13]([NH:12][C:9]2[CH:10]=[CH:11][C:6]([O:5][CH2:4][CH2:3][O:2][CH3:1])=[CH:7][CH:8]=2)=[N:14][CH:15]=3)[CH:27]=[CH:26][CH:25]=1, predict the reactants needed to synthesize it. The reactants are: [CH3:1][O:2][CH2:3][CH2:4][O:5][C:6]1[CH:11]=[CH:10][C:9]([NH:12][C:13]2[N:21]=[C:20]3[C:16]([NH:17][C:18](=[O:36])[N:19]3[C:22]3[CH:23]=[C:24]([NH:28]C(=O)OC(C)(C)C)[CH:25]=[CH:26][CH:27]=3)=[CH:15][N:14]=2)=[CH:8][CH:7]=1.C(O)(C(F)(F)F)=O. (3) Given the product [NH2:41][C:45]([N:2]([OH:1])[CH:3]([CH:35]([CH3:37])[CH3:36])[CH2:4][S:5]([C:8]1[CH:9]=[CH:10][C:11]([C:14]2[CH:19]=[CH:18][CH:17]=[C:16]([CH2:20][NH:21][C:22]([C:24]3[NH:33][C:32](=[O:34])[C:31]4[C:26](=[CH:27][CH:28]=[CH:29][CH:30]=4)[N:25]=3)=[O:23])[CH:15]=2)=[CH:12][CH:13]=1)(=[O:6])=[O:7])=[O:50], predict the reactants needed to synthesize it. The reactants are: [OH:1][NH:2][CH:3]([CH:35]([CH3:37])[CH3:36])[CH2:4][S:5]([C:8]1[CH:13]=[CH:12][C:11]([C:14]2[CH:19]=[CH:18][CH:17]=[C:16]([CH2:20][NH:21][C:22]([C:24]3[NH:33][C:32](=[O:34])[C:31]4[C:26](=[CH:27][CH:28]=[CH:29][CH:30]=4)[N:25]=3)=[O:23])[CH:15]=2)=[CH:10][CH:9]=1)(=[O:7])=[O:6].C([N:41]([CH2:45]C)C(C)C)(C)C.ClC(Cl)([O:50]C(=O)OC(Cl)(Cl)Cl)Cl.N. (4) Given the product [Cl:15][C:14]1[C:9]([NH:8][C:6]2[CH:7]=[C:2]([NH:1][CH3:26])[CH:3]=[CH:4][C:5]=2[F:23])=[N:10][C:11]([NH:16][C:17]2[CH:18]=[N:19][N:20]([CH3:22])[CH:21]=2)=[N:12][CH:13]=1, predict the reactants needed to synthesize it. The reactants are: [NH2:1][C:2]1[CH:3]=[CH:4][C:5]([F:23])=[C:6]([NH:8][C:9]2[C:14]([Cl:15])=[CH:13][N:12]=[C:11]([NH:16][C:17]3[CH:18]=[N:19][N:20]([CH3:22])[CH:21]=3)[N:10]=2)[CH:7]=1.C=O.[C:26](O)(=O)C.[BH4-].[Na+]. (5) Given the product [CH2:1]([N:4]([CH:13]([CH3:15])[CH3:14])[C:5]1[CH:12]=[CH:11][C:18]([C:19]([OH:16])=[O:20])=[CH:7][N:6]=1)[CH:2]=[CH2:3], predict the reactants needed to synthesize it. The reactants are: [CH2:1]([N:4]([CH:13]([CH3:15])[CH3:14])[C:5]1[CH:12]=[CH:11]C(C#N)=[CH:7][N:6]=1)[CH:2]=[CH2:3].[OH-:16].[K+].[CH3:18][CH2:19][OH:20].